From a dataset of Peptide-MHC class II binding affinity with 134,281 pairs from IEDB. Regression. Given a peptide amino acid sequence and an MHC pseudo amino acid sequence, predict their binding affinity value. This is MHC class II binding data. (1) The peptide sequence is TLWQRPLVTIKIGGQLMEAL. The MHC is HLA-DQA10401-DQB10402 with pseudo-sequence HLA-DQA10401-DQB10402. The binding affinity (normalized) is 0.240. (2) The peptide sequence is GVTCGPGHGISVGSL. The MHC is HLA-DPA10201-DPB11401 with pseudo-sequence HLA-DPA10201-DPB11401. The binding affinity (normalized) is 0. (3) The MHC is DRB1_0701 with pseudo-sequence DRB1_0701. The binding affinity (normalized) is 0.462. The peptide sequence is LGGVMGGLWKYLNAV. (4) The peptide sequence is AFSPEVIPMFSALSEGA. The MHC is DRB5_0101 with pseudo-sequence DRB5_0101. The binding affinity (normalized) is 0.420. (5) The binding affinity (normalized) is 0.0786. The MHC is DRB1_0301 with pseudo-sequence DRB1_0301. The peptide sequence is GAMAKKGQEDKLRKA. (6) The peptide sequence is GSQLIWDRALGLPLE. The MHC is HLA-DPA10301-DPB10402 with pseudo-sequence HLA-DPA10301-DPB10402. The binding affinity (normalized) is 0.757. (7) The peptide sequence is GELQIVDPIDAAFKI. The MHC is DRB1_0404 with pseudo-sequence DRB1_0404. The binding affinity (normalized) is 0.661. (8) The peptide sequence is DVPYLTKRQDKLCGS. The MHC is HLA-DQA10303-DQB10402 with pseudo-sequence HLA-DQA10303-DQB10402. The binding affinity (normalized) is 0.388. (9) The peptide sequence is AVSTAAVAAAPQTTP. The MHC is DRB1_0405 with pseudo-sequence DRB1_0405. The binding affinity (normalized) is 0.273.